From a dataset of Full USPTO retrosynthesis dataset with 1.9M reactions from patents (1976-2016). Predict the reactants needed to synthesize the given product. (1) Given the product [NH2:22][C:4]1[C:3]([SH:2])=[CH:12][C:7]([C:8]([O:10][CH3:11])=[O:9])=[C:6]([NH:13][C:14]2[CH:19]=[CH:18][CH:17]=[CH:16][C:15]=2[Cl:20])[C:5]=1[F:21], predict the reactants needed to synthesize it. The reactants are: [S:2]([C:3]1[C:4]([NH2:22])=[C:5]([F:21])[C:6]([NH:13][C:14]2[CH:19]=[CH:18][CH:17]=[CH:16][C:15]=2[Cl:20])=[C:7]([CH:12]=1)[C:8]([O:10][CH3:11])=[O:9])[S:2][C:3]1[C:4]([NH2:22])=[C:5]([F:21])[C:6]([NH:13][C:14]2[CH:19]=[CH:18][CH:17]=[CH:16][C:15]=2[Cl:20])=[C:7]([CH:12]=1)[C:8]([O:10][CH3:11])=[O:9].[BH4-].[Na+]. (2) The reactants are: [Cl:1][C:2]1[CH:7]=[C:6]([Cl:8])[CH:5]=[CH:4][C:3]=1[C:9]1[C:30](=[O:31])[N:29]([CH3:32])[C:12]2[N:13]([CH3:28])[C:14]3[C:19]([C:11]=2[CH:10]=1)=[CH:18][C:17]([C:20]1[CH:24]=[CH:23][N:22]([CH2:25][CH2:26][OH:27])[N:21]=1)=[CH:16][CH:15]=3.Cl[CH2:34][CH2:35][N:36]1[CH2:40][CH2:39][CH2:38][CH2:37]1. Given the product [Cl:1][C:2]1[CH:7]=[C:6]([Cl:8])[CH:5]=[CH:4][C:3]=1[C:9]1[C:30](=[O:31])[N:29]([CH3:32])[C:12]2[N:13]([CH3:28])[C:14]3[C:19]([C:11]=2[CH:10]=1)=[CH:18][C:17]([C:20]1[CH:24]=[CH:23][N:22]([CH2:25][CH2:26][O:27][CH2:34][CH2:35][N:36]2[CH2:40][CH2:39][CH2:38][CH2:37]2)[N:21]=1)=[CH:16][CH:15]=3, predict the reactants needed to synthesize it. (3) Given the product [CH3:15][O:14][C:3]1[CH:4]=[C:5]([CH2:8][C:9]([O:11][CH2:12][CH3:13])=[O:10])[CH:6]=[CH:7][C:2]=1[O:1][CH2:28][C:29]1[N:30]=[C:31]([C:35]2[CH:40]=[CH:39][CH:38]=[CH:37][CH:36]=2)[O:32][C:33]=1[CH3:34], predict the reactants needed to synthesize it. The reactants are: [OH:1][C:2]1[CH:7]=[CH:6][C:5]([CH2:8][C:9]([O:11][CH2:12][CH3:13])=[O:10])=[CH:4][C:3]=1[O:14][CH3:15].C(=O)([O-])[O-].[K+].[K+].CN(C)C=O.Cl[CH2:28][C:29]1[N:30]=[C:31]([C:35]2[CH:40]=[CH:39][CH:38]=[CH:37][CH:36]=2)[O:32][C:33]=1[CH3:34]. (4) Given the product [Cl:16][C:17]1[CH:22]=[CH:21][CH:20]=[CH:19][C:18]=1[C:23]1[O:27][N:26]=[C:25]([C:28]([N:10]2[CH2:9][C@H:8]([CH2:11][CH:12]([CH3:14])[CH3:13])[NH:7][C:6](=[O:15])[C@@H:5]2[CH2:1][CH:2]([CH3:4])[CH3:3])=[O:29])[CH:24]=1, predict the reactants needed to synthesize it. The reactants are: [CH2:1]([C@@H:5]1[NH:10][CH2:9][C@H:8]([CH2:11][CH:12]([CH3:14])[CH3:13])[NH:7][C:6]1=[O:15])[CH:2]([CH3:4])[CH3:3].[Cl:16][C:17]1[CH:22]=[CH:21][CH:20]=[CH:19][C:18]=1[C:23]1[O:27][N:26]=[C:25]([C:28](O)=[O:29])[CH:24]=1.C([C@@H]1N(C([C@@H]2C[C@H]2C2C=CC=CC=2)=O)C[C@H](CC(C)C)NC1=O)C(C)C. (5) Given the product [C:5]([C:4](=[CH:7][CH:8]1[CH2:13][CH2:12][CH2:11][CH2:10][CH2:9]1)[CH:3]=[O:2])#[N:6], predict the reactants needed to synthesize it. The reactants are: C[O:2][CH:3](OC)[C:4](=[CH:7][CH:8]1[CH2:13][CH2:12][CH2:11][CH2:10][CH2:9]1)[C:5]#[N:6]. (6) Given the product [OH:17][C:18]1[CH:19]=[CH:20][C:21]([C:24]2[S:25][C:26]3[CH:32]=[C:31]([C:33]4[CH:38]=[CH:37][C:36]([CH2:39][CH2:40][CH2:41][CH2:42][CH2:43][CH2:44][CH2:45][CH2:46][CH3:47])=[CH:35][CH:34]=4)[CH:30]=[CH:29][C:27]=3[N:28]=2)=[CH:22][CH:23]=1, predict the reactants needed to synthesize it. The reactants are: B(Br)(Br)Br.C([O:17][C:18]1[CH:23]=[CH:22][C:21]([C:24]2[S:25][C:26]3[CH:32]=[C:31]([C:33]4[CH:38]=[CH:37][C:36]([CH2:39][CH2:40][CH2:41][CH2:42][CH2:43][CH2:44][CH2:45][CH2:46][CH3:47])=[CH:35][CH:34]=4)[CH:30]=[CH:29][C:27]=3[N:28]=2)=[CH:20][CH:19]=1)CCCCCCCCCCC.